Task: Predict the product of the given reaction.. Dataset: Forward reaction prediction with 1.9M reactions from USPTO patents (1976-2016) (1) The product is: [CH2:18]([N:8]1[CH2:9][CH:10]([C:11]2[CH:12]=[C:13]([CH3:17])[CH:14]=[CH:15][CH:16]=2)[CH:6]([C:4]([OH:5])=[O:3])[CH2:7]1)[C:19]1[CH:24]=[CH:23][CH:22]=[CH:21][CH:20]=1. Given the reactants C([O:3][C:4]([CH:6]1[CH:10]([C:11]2[CH:12]=[C:13]([CH3:17])[CH:14]=[CH:15][CH:16]=2)[CH2:9][N:8]([CH2:18][C:19]2[CH:24]=[CH:23][CH:22]=[CH:21][CH:20]=2)[CH2:7]1)=[O:5])C, predict the reaction product. (2) Given the reactants [CH3:1][O:2][CH2:3][C:4]1([CH2:8][O:9][C:10]2[CH:15]=[C:14]([CH3:16])[C:13]([C:17]3[CH:22]=[CH:21][CH:20]=[C:19]([CH2:23][O:24][C:25]4[CH:30]=[CH:29][C:28]([C:31]5([CH2:35][C:36]([O:38]CC)=[O:37])[CH2:34][O:33][CH2:32]5)=[CH:27][CH:26]=4)[CH:18]=3)=[C:12]([CH3:41])[CH:11]=2)[CH2:7][O:6][CH2:5]1, predict the reaction product. The product is: [CH3:1][O:2][CH2:3][C:4]1([CH2:8][O:9][C:10]2[CH:15]=[C:14]([CH3:16])[C:13]([C:17]3[CH:22]=[CH:21][CH:20]=[C:19]([CH2:23][O:24][C:25]4[CH:26]=[CH:27][C:28]([C:31]5([CH2:35][C:36]([OH:38])=[O:37])[CH2:32][O:33][CH2:34]5)=[CH:29][CH:30]=4)[CH:18]=3)=[C:12]([CH3:41])[CH:11]=2)[CH2:5][O:6][CH2:7]1. (3) Given the reactants [Cl:1][C:2]1[CH:9]=[CH:8][C:5]([C:6]#[N:7])=[C:4]([C:10]2[C:15]([O:16][CH2:17][C:18]([F:21])([F:20])[F:19])=[CH:14][NH:13][C:12](=[O:22])[CH:11]=2)[CH:3]=1.CC(C)([O-])C.CC(C)([O-])C.[Mg+2].CC(C)([O-])C.[K+].Br[CH:41]([CH3:45])[C:42]([OH:44])=[O:43], predict the reaction product. The product is: [Cl:1][C:2]1[CH:9]=[CH:8][C:5]([C:6]#[N:7])=[C:4]([C:10]2[C:15]([O:16][CH2:17][C:18]([F:19])([F:20])[F:21])=[CH:14][N:13]([CH:41]([CH3:45])[C:42]([OH:44])=[O:43])[C:12](=[O:22])[CH:11]=2)[CH:3]=1. (4) Given the reactants [CH2:1]([C:3]1[C:8](=[O:9])[N:7]2[N:10]=[CH:11][C:12]([C:13]#[N:14])=[C:6]2[NH:5][C:4]=1[CH2:15]O)[CH3:2].C1C=CC(P(C2C=CC=CC=2)C2C=CC=CC=2)=CC=1.C(Br)(Br)(Br)[Br:37], predict the reaction product. The product is: [Br:37][CH2:15][C:4]1[NH:5][C:6]2[N:7]([N:10]=[CH:11][C:12]=2[C:13]#[N:14])[C:8](=[O:9])[C:3]=1[CH2:1][CH3:2]. (5) The product is: [C:1]([O:5][C:6]([N:8]1[C:16]2[C:11](=[CH:12][C:13]([CH3:20])=[C:14]([NH2:17])[CH:15]=2)[C:10]([C:21]2[CH:22]=[CH:23][CH:24]=[CH:25][CH:26]=2)=[N:9]1)=[O:7])([CH3:4])([CH3:2])[CH3:3]. Given the reactants [C:1]([O:5][C:6]([N:8]1[C:16]2[C:11](=[CH:12][C:13]([CH3:20])=[C:14]([N+:17]([O-])=O)[CH:15]=2)[C:10]([C:21]2[CH:26]=[CH:25][CH:24]=[CH:23][CH:22]=2)=[N:9]1)=[O:7])([CH3:4])([CH3:3])[CH3:2], predict the reaction product. (6) Given the reactants Br[CH2:2][CH:3]1[O:8][C:7]2[CH:9]=[C:10]([S:14]([CH3:17])(=[O:16])=[O:15])[CH:11]=[C:12]([F:13])[C:6]=2[CH2:5][O:4]1.[NH:18]1[CH2:22][CH2:21][CH2:20][CH2:19]1, predict the reaction product. The product is: [F:13][C:12]1[C:6]2[CH2:5][O:4][CH:3]([CH2:2][N:18]3[CH2:22][CH2:21][CH2:20][CH2:19]3)[O:8][C:7]=2[CH:9]=[C:10]([S:14]([CH3:17])(=[O:16])=[O:15])[CH:11]=1. (7) Given the reactants [C:1]([O:5][C:6](=[O:22])[NH:7][C:8]1[CH:13]=[C:12](Cl)[C:11]([C:15]([F:18])([F:17])[F:16])=[CH:10][C:9]=1[N+:19]([O-:21])=[O:20])([CH3:4])([CH3:3])[CH3:2].[CH2:23]([NH:27][CH3:28])[CH:24]([CH3:26])[CH3:25].C(N(CC)CC)C, predict the reaction product. The product is: [C:1]([O:5][C:6](=[O:22])[NH:7][C:8]1[CH:13]=[C:12]([N:27]([CH2:23][CH:24]([CH3:26])[CH3:25])[CH3:28])[C:11]([C:15]([F:18])([F:17])[F:16])=[CH:10][C:9]=1[N+:19]([O-:21])=[O:20])([CH3:4])([CH3:3])[CH3:2]. (8) Given the reactants C([Sn](CCCC)(CCCC)[C:6]1[S:7][CH:8]=[CH:9][CH:10]=1)CCC.Br[N:20]1[C:24]2[CH:25]=[C:26]([N+:33]([O-:35])=[O:34])[C:27]([N+:30]([O-:32])=[O:31])=[C:28](Br)[C:23]=2[NH:22][S:21]1, predict the reaction product. The product is: [S:7]1[CH:8]=[CH:9][CH:10]=[C:6]1[N:20]1[C:24]2[CH:25]=[C:26]([N+:33]([O-:35])=[O:34])[C:27]([N+:30]([O-:32])=[O:31])=[C:28]([C:6]3[S:7][CH:8]=[CH:9][CH:10]=3)[C:23]=2[NH:22][S:21]1. (9) The product is: [I-:45].[CH:38]([NH:41][C:42]([O:43][CH2:44][N+:34]1([CH3:37])[CH2:33][CH2:32][N:31]([CH2:30][C:27]2[CH:26]=[CH:25][C:24]([C:22](=[O:23])[NH:21][C:5]3[CH:4]=[CH:3][C:2]([CH3:1])=[C:7]([NH:8][C:9]4[N:14]=[C:13]([C:15]5[CH:20]=[N:19][CH:18]=[CH:17][CH:16]=5)[CH:12]=[CH:11][N:10]=4)[CH:6]=3)=[CH:29][CH:28]=2)[CH2:36][CH2:35]1)=[O:46])([CH3:40])[CH3:39]. Given the reactants [CH3:1][C:2]1[CH:3]=[CH:4][C:5]([NH:21][C:22]([C:24]2[CH:25]=[CH:26][C:27]([CH2:30][N:31]3[CH2:36][CH2:35][N:34]([CH3:37])[CH2:33][CH2:32]3)=[CH:28][CH:29]=2)=[O:23])=[CH:6][C:7]=1[NH:8][C:9]1[N:10]=[CH:11][CH:12]=[C:13]([C:15]2[CH:16]=[CH:17][CH:18]=[N:19][CH:20]=2)[N:14]=1.[CH:38]([NH:41][C:42](=[O:46])[O:43][CH2:44][I:45])([CH3:40])[CH3:39], predict the reaction product.